Dataset: Full USPTO retrosynthesis dataset with 1.9M reactions from patents (1976-2016). Task: Predict the reactants needed to synthesize the given product. (1) Given the product [C:22]([O:26][C:27]([NH:29][N:30]([C:31]1[CH:36]=[CH:35][CH:34]=[CH:33][C:32]=1[F:37])[C:18]([CH:11]1[C:10](=[O:21])[C@:9]2([CH3:8])[C:15]([CH3:17])([CH3:16])[C@H:12]1[CH2:13][CH2:14]2)=[O:19])=[O:28])([CH3:25])([CH3:23])[CH3:24], predict the reactants needed to synthesize it. The reactants are: C(N(CC)CC)C.[CH3:8][C@@:9]12[C:15]([CH3:17])([CH3:16])[C@@H:12]([CH2:13][CH2:14]1)[CH:11]([C:18](Cl)=[O:19])[C:10]2=[O:21].[C:22]([O:26][C:27]([NH:29][NH:30][C:31]1[CH:36]=[CH:35][CH:34]=[CH:33][C:32]=1[F:37])=[O:28])([CH3:25])([CH3:24])[CH3:23].O. (2) Given the product [Cl:1][C:2]1[CH:3]=[CH:4][C:5]([O:8][CH2:9][CH:10]([NH2:15])[CH2:11][NH2:12])=[CH:6][CH:7]=1, predict the reactants needed to synthesize it. The reactants are: [Cl:1][C:2]1[CH:7]=[CH:6][C:5]([O:8][CH2:9][CH:10]([N:15]=[N+]=[N-])[CH2:11][N:12]=[N+]=[N-])=[CH:4][CH:3]=1.